From a dataset of Reaction yield outcomes from USPTO patents with 853,638 reactions. Predict the reaction yield, written as a fraction of the theoretical maximum amount of product (1.0 means a 100% yield; for example, 0.34 means a 34% yield). (1) The reactants are [C:1]([O:4][CH2:5][C:6]([CH3:36])([CH3:35])[CH2:7][N:8]1[C:14]2[CH:15]=[CH:16][C:17]([Cl:19])=[CH:18][C:13]=2[C@@H:12]([C:20]2[CH:25]=[CH:24][CH:23]=[C:22]([O:26][CH3:27])[C:21]=2[O:28][CH3:29])[O:11][C@H:10]([CH2:30][C:31](O)=[O:32])[C:9]1=[O:34])(=[O:3])[CH3:2].S(Cl)(Cl)=O.[NH2:41][C:42]1[CH:46]=[CH:45][S:44][C:43]=1[C:47]([O:49][CH3:50])=[O:48].C(N(CC)CC)C. The catalyst is O1CCCC1.O.CN(C)C=O. The product is [C:1]([O:4][CH2:5][C:6]([CH3:35])([CH3:36])[CH2:7][N:8]1[C:14]2[CH:15]=[CH:16][C:17]([Cl:19])=[CH:18][C:13]=2[C@@H:12]([C:20]2[CH:25]=[CH:24][CH:23]=[C:22]([O:26][CH3:27])[C:21]=2[O:28][CH3:29])[O:11][C@H:10]([CH2:30][C:31]([NH:41][C:42]2[CH:46]=[CH:45][S:44][C:43]=2[C:47]([O:49][CH3:50])=[O:48])=[O:32])[C:9]1=[O:34])(=[O:3])[CH3:2]. The yield is 0.460. (2) The reactants are [F:1][C:2]([F:17])([F:16])[C:3]1[CH:8]=[CH:7][C:6]([CH:9]([CH:11]([C:14]#[N:15])[C:12]#[N:13])[CH3:10])=[CH:5][CH:4]=1.[H-].[Na+].Br[CH2:21][CH2:22][C:23]([F:26])([F:25])[F:24]. The catalyst is CN(C)C=O. The product is [F:1][C:2]([F:16])([F:17])[C:3]1[CH:4]=[CH:5][C:6]([CH:9]([C:11]([CH2:21][CH2:22][C:23]([F:26])([F:25])[F:24])([C:14]#[N:15])[C:12]#[N:13])[CH3:10])=[CH:7][CH:8]=1. The yield is 0.390. (3) The reactants are [Cl:1][C:2]1[CH:3]=[C:4]([CH:9]2[CH2:13][N:12]([C:14]([N:16]3[CH2:21][CH2:20][N:19]([S:22]([CH3:25])(=[O:24])=[O:23])[CH2:18][CH2:17]3)=[O:15])[CH2:11][CH:10]2[C:26]#[N:27])[CH:5]=[CH:6][C:7]=1[Cl:8]. The catalyst is O1CCCC1. The product is [NH2:27][CH2:26][CH:10]1[CH:9]([C:4]2[CH:5]=[CH:6][C:7]([Cl:8])=[C:2]([Cl:1])[CH:3]=2)[CH2:13][N:12]([C:14]([N:16]2[CH2:21][CH2:20][N:19]([S:22]([CH3:25])(=[O:23])=[O:24])[CH2:18][CH2:17]2)=[O:15])[CH2:11]1. The yield is 0.560. (4) The reactants are [Cl:1][C:2]1[CH:7]=[CH:6][C:5]([C:8]2[C:14]3[CH:15]=[C:16]([O:19][CH3:20])[CH:17]=[CH:18][C:13]=3[N:12]3[C:21]([CH3:24])=[N:22][N:23]=[C:11]3[C@H:10]([CH2:25][C:26]([O:28]C)=[O:27])[N:9]=2)=[CH:4][CH:3]=1.[OH-].[Na+]. The catalyst is C1COCC1. The product is [Cl:1][C:2]1[CH:7]=[CH:6][C:5]([C:8]2[C:14]3[CH:15]=[C:16]([O:19][CH3:20])[CH:17]=[CH:18][C:13]=3[N:12]3[C:21]([CH3:24])=[N:22][N:23]=[C:11]3[C@H:10]([CH2:25][C:26]([OH:28])=[O:27])[N:9]=2)=[CH:4][CH:3]=1. The yield is 0.980. (5) The reactants are [N:1]1[C:10]2[C:5](=[CH:6][C:7]([CH2:11][N:12]3[C:16]4=[N:17][C:18]([C:21]5[CH:29]=[CH:28][C:24]([C:25](O)=[O:26])=[CH:23][CH:22]=5)=[CH:19][CH:20]=[C:15]4[N:14]=[N:13]3)=[CH:8][CH:9]=2)[CH:4]=[CH:3][CH:2]=1.C(N(C(C)C)C(C)C)C.CN(C(ON1N=NC2C=CC=NC1=2)=[N+](C)C)C.F[P-](F)(F)(F)(F)F.[N:63]1([CH2:69][CH2:70][NH2:71])[CH2:68][CH2:67][CH2:66][CH2:65][CH2:64]1. The catalyst is CN(C=O)C.O. The product is [N:63]1([CH2:69][CH2:70][NH:71][C:25](=[O:26])[C:24]2[CH:23]=[CH:22][C:21]([C:18]3[N:17]=[C:16]4[N:12]([CH2:11][C:7]5[CH:6]=[C:5]6[C:10](=[CH:9][CH:8]=5)[N:1]=[CH:2][CH:3]=[CH:4]6)[N:13]=[N:14][C:15]4=[CH:20][CH:19]=3)=[CH:29][CH:28]=2)[CH2:68][CH2:67][CH2:66][CH2:65][CH2:64]1. The yield is 0.520.